From a dataset of Forward reaction prediction with 1.9M reactions from USPTO patents (1976-2016). Predict the product of the given reaction. (1) Given the reactants [CH3:1][C@@H:2]1[CH2:8][C:7]2[CH:9]=[C:10]3[O:15][CH2:14][O:13][C:11]3=[CH:12][C:6]=2[C:5]([C:16]2[CH:21]=[CH:20][C:19]([N+:22]([O-:24])=[O:23])=[C:18]([CH3:25])[CH:17]=2)=[N:4][N:3]1[C:26](=[S:29])[NH:27][NH2:28].Cl[CH2:31][C:32](OC1C(Cl)=C(Cl)C(Cl)=C(Cl)C=1Cl)=[O:33], predict the reaction product. The product is: [O:33]=[C:32]1[CH2:31][S:29][C:26]([N:3]2[C@H:2]([CH3:1])[CH2:8][C:7]3[CH:9]=[C:10]4[O:15][CH2:14][O:13][C:11]4=[CH:12][C:6]=3[C:5]([C:16]3[CH:21]=[CH:20][C:19]([N+:22]([O-:24])=[O:23])=[C:18]([CH3:25])[CH:17]=3)=[N:4]2)=[N:27][NH:28]1. (2) Given the reactants Cl[C:2]1[CH:3]=[CH:4][CH:5]=[C:6]2[C:10]=1[NH:9][C:8]([B:11]1[O:15][C:14]([CH3:17])([CH3:16])[C:13]([CH3:19])([CH3:18])[O:12]1)=[CH:7]2.[CH3:20]C1C=CC=C2C=1C=CN2, predict the reaction product. The product is: [CH3:20][C:5]1[CH:4]=[CH:3][CH:2]=[C:10]2[C:6]=1[CH:7]=[C:8]([B:11]1[O:15][C:14]([CH3:17])([CH3:16])[C:13]([CH3:19])([CH3:18])[O:12]1)[NH:9]2. (3) The product is: [Br:6][C:7]1[CH:12]=[CH:11][CH:10]=[C:9]([O:13][CH2:14][O:15][CH3:16])[C:8]=1[O:17][CH2:27][CH:24]1[CH2:26][CH2:25]1. Given the reactants CN(C)C=O.[Br:6][C:7]1[CH:12]=[CH:11][CH:10]=[C:9]([O:13][CH2:14][O:15][CH3:16])[C:8]=1[OH:17].C(=O)([O-])[O-].[K+].[K+].[CH:24]1([CH2:27]Br)[CH2:26][CH2:25]1, predict the reaction product. (4) Given the reactants C[N:2](C)/[CH:3]=[CH:4]/[C:5]([C:7]1[S:8][CH:9]=[CH:10][C:11]=1[NH:12][C:13](=[O:25])[CH2:14][C:15]1[C:24]2[C:19](=[CH:20][CH:21]=[CH:22][CH:23]=2)[CH:18]=[CH:17][CH:16]=1)=O.O.[NH2:28]N.C(O)(=O)C, predict the reaction product. The product is: [NH:2]1[CH:3]=[CH:4][C:5]([C:7]2[S:8][CH:9]=[CH:10][C:11]=2[NH:12][C:13](=[O:25])[CH2:14][C:15]2[C:24]3[C:19](=[CH:20][CH:21]=[CH:22][CH:23]=3)[CH:18]=[CH:17][CH:16]=2)=[N:28]1. (5) Given the reactants [F:1][C:2]1[CH:3]=[CH:4][C:5]2[N:9]=[C:8]([C@@H:10]([NH2:13])[CH2:11][CH3:12])[N:7]([C:14]3[CH:15]=[N:16][CH:17]=[C:18]([F:20])[CH:19]=3)[C:6]=2[CH:21]=1.[NH2:22][C:23]1[C:28]([C:29]#[N:30])=[C:27](Cl)[N:26]=[CH:25][N:24]=1.CCN(C(C)C)C(C)C, predict the reaction product. The product is: [NH2:22][C:23]1[C:28]([C:29]#[N:30])=[C:27]([NH:13][C@H:10]([C:8]2[N:7]([C:14]3[CH:15]=[N:16][CH:17]=[C:18]([F:20])[CH:19]=3)[C:6]3[CH:21]=[C:2]([F:1])[CH:3]=[CH:4][C:5]=3[N:9]=2)[CH2:11][CH3:12])[N:26]=[CH:25][N:24]=1. (6) Given the reactants [F:1][C:2]([F:26])([F:25])[C:3]1[CH:4]=[C:5]([S:9]([CH:12]([CH:14]2[CH2:17][N:16](C(OC(C)(C)C)=O)[CH2:15]2)[CH3:13])(=[O:11])=[O:10])[CH:6]=[CH:7][CH:8]=1.[C:27](#N)C, predict the reaction product. The product is: [CH3:27][C:12]([CH:14]1[CH2:15][NH:16][CH2:17]1)([S:9]([C:5]1[CH:6]=[CH:7][CH:8]=[C:3]([C:2]([F:25])([F:26])[F:1])[CH:4]=1)(=[O:10])=[O:11])[CH3:13].